This data is from Catalyst prediction with 721,799 reactions and 888 catalyst types from USPTO. The task is: Predict which catalyst facilitates the given reaction. Reactant: [F:1][C:2]1[C:9]([Cl:10])=[CH:8][CH:7]=[CH:6][C:3]=1[CH2:4][NH2:5].[C:11](Cl)(=[O:14])[CH:12]=[CH2:13].Cl. Product: [Cl:10][C:9]1[C:2]([F:1])=[C:3]([CH:6]=[CH:7][CH:8]=1)[CH2:4][NH:5][C:11](=[O:14])[CH:12]=[CH2:13]. The catalyst class is: 49.